From a dataset of NCI-60 drug combinations with 297,098 pairs across 59 cell lines. Regression. Given two drug SMILES strings and cell line genomic features, predict the synergy score measuring deviation from expected non-interaction effect. (1) Drug 1: CCC1=C2CN3C(=CC4=C(C3=O)COC(=O)C4(CC)O)C2=NC5=C1C=C(C=C5)O. Synergy scores: CSS=45.5, Synergy_ZIP=-8.57, Synergy_Bliss=-4.38, Synergy_Loewe=0.817, Synergy_HSA=2.61. Cell line: OVCAR-8. Drug 2: C1CN1C2=NC(=NC(=N2)N3CC3)N4CC4. (2) Drug 1: C1CCC(CC1)NC(=O)N(CCCl)N=O. Drug 2: C1=C(C(=O)NC(=O)N1)N(CCCl)CCCl. Cell line: EKVX. Synergy scores: CSS=4.92, Synergy_ZIP=-4.35, Synergy_Bliss=0.732, Synergy_Loewe=-0.911, Synergy_HSA=1.99. (3) Drug 1: CNC(=O)C1=CC=CC=C1SC2=CC3=C(C=C2)C(=NN3)C=CC4=CC=CC=N4. Drug 2: CCCCC(=O)OCC(=O)C1(CC(C2=C(C1)C(=C3C(=C2O)C(=O)C4=C(C3=O)C=CC=C4OC)O)OC5CC(C(C(O5)C)O)NC(=O)C(F)(F)F)O. Cell line: NCI-H460. Synergy scores: CSS=2.90, Synergy_ZIP=-1.50, Synergy_Bliss=1.30, Synergy_Loewe=0.132, Synergy_HSA=0.637. (4) Drug 1: CCC1(CC2CC(C3=C(CCN(C2)C1)C4=CC=CC=C4N3)(C5=C(C=C6C(=C5)C78CCN9C7C(C=CC9)(C(C(C8N6C=O)(C(=O)OC)O)OC(=O)C)CC)OC)C(=O)OC)O.OS(=O)(=O)O. Drug 2: N.N.Cl[Pt+2]Cl. Cell line: A549. Synergy scores: CSS=61.2, Synergy_ZIP=-5.60, Synergy_Bliss=-4.18, Synergy_Loewe=-1.20, Synergy_HSA=-0.464. (5) Drug 1: C1=NC(=NC(=O)N1C2C(C(C(O2)CO)O)O)N. Drug 2: CN(CCCl)CCCl.Cl. Cell line: SNB-75. Synergy scores: CSS=14.8, Synergy_ZIP=-5.21, Synergy_Bliss=-1.02, Synergy_Loewe=1.62, Synergy_HSA=2.17. (6) Drug 1: CCCS(=O)(=O)NC1=C(C(=C(C=C1)F)C(=O)C2=CNC3=C2C=C(C=N3)C4=CC=C(C=C4)Cl)F. Drug 2: CC1C(C(CC(O1)OC2CC(CC3=C2C(=C4C(=C3O)C(=O)C5=C(C4=O)C(=CC=C5)OC)O)(C(=O)C)O)N)O.Cl. Cell line: UACC-257. Synergy scores: CSS=57.8, Synergy_ZIP=9.67, Synergy_Bliss=11.3, Synergy_Loewe=9.92, Synergy_HSA=10.8.